Dataset: Reaction yield outcomes from USPTO patents with 853,638 reactions. Task: Predict the reaction yield, written as a fraction of the theoretical maximum amount of product (1.0 means a 100% yield; for example, 0.34 means a 34% yield). (1) The reactants are [CH3:1][S:2](Cl)(=[O:4])=[O:3].CCN(CC)CC.[CH3:13][O:14][C:15](=[O:53])[C:16]1[CH:21]=[CH:20][C:19]([O:22][CH2:23][CH2:24][C:25]2[C:33]3[C:28](=[CH:29][CH:30]=[C:31]([Cl:34])[CH:32]=3)[N:27]([CH:35]([C:42]3[CH:47]=[CH:46][CH:45]=[CH:44][CH:43]=3)[C:36]3[CH:41]=[CH:40][CH:39]=[CH:38][CH:37]=3)[C:26]=2[CH2:48][CH2:49][OH:50])=[CH:18][C:17]=1[O:51][CH3:52]. The catalyst is ClCCl. The product is [CH3:13][O:14][C:15](=[O:53])[C:16]1[CH:21]=[CH:20][C:19]([O:22][CH2:23][CH2:24][C:25]2[C:33]3[C:28](=[CH:29][CH:30]=[C:31]([Cl:34])[CH:32]=3)[N:27]([CH:35]([C:42]3[CH:43]=[CH:44][CH:45]=[CH:46][CH:47]=3)[C:36]3[CH:41]=[CH:40][CH:39]=[CH:38][CH:37]=3)[C:26]=2[CH2:48][CH2:49][O:50][S:2]([CH3:1])(=[O:4])=[O:3])=[CH:18][C:17]=1[O:51][CH3:52]. The yield is 1.00. (2) The reactants are [Cl:1][C:2]1[CH:7]=[C:6]([CH:8]=[O:9])[CH:5]=[CH:4][N:3]=1.[OH-].[K+].[N+:12]([CH2:14][C:15]([N:17]1[CH2:21][CH:20]=[CH:19][CH2:18]1)=[O:16])#[C-:13]. The catalyst is CO. The product is [Cl:1][C:2]1[CH:7]=[C:6]([C@@H:8]2[O:9][CH:13]=[N:12][C@H:14]2[C:15]([N:17]2[CH2:21][CH:20]=[CH:19][CH2:18]2)=[O:16])[CH:5]=[CH:4][N:3]=1. The yield is 0.840. (3) The reactants are [CH3:1][C:2]1[N:7]([C:8]2[CH:13]=[CH:12][CH:11]=[C:10]([C:14]([F:17])([F:16])[F:15])[CH:9]=2)[C:6](=[O:18])[C:5]([C:19]([OH:21])=[O:20])=[CH:4][CH:3]=1.C(=O)([O-])[O-].[Na+].[Na+].I[CH2:29][CH3:30]. The catalyst is CN1C(=O)CCC1. The product is [CH3:1][C:2]1[N:7]([C:8]2[CH:13]=[CH:12][CH:11]=[C:10]([C:14]([F:16])([F:17])[F:15])[CH:9]=2)[C:6](=[O:18])[C:5]([C:19]([O:21][CH2:29][CH3:30])=[O:20])=[CH:4][CH:3]=1. The yield is 0.870. (4) The reactants are C(O[C@@H]1CN(CO[SiH3])[C@](C2C=CC=CC=2)(C(C)(C)C)C1([C:29]([O:31][C:32]([CH3:35])([CH3:34])[CH3:33])=[O:30])C1C=CC=CC=1)(=O)C.[C:36]([OH:39])(=[O:38])[CH3:37].CCC[CH2:43][N+:44](CCCC)(CCCC)CCCC.[F-].[CH2:58]1[CH2:62][O:61][CH2:60][CH2:59]1. No catalyst specified. The product is [C:36]([O:39][C@@H:60]1[CH2:43][N:44]([C:29]([O:31][C:32]([CH3:33])([CH3:34])[CH3:35])=[O:30])[C@H:58]([CH2:62][OH:61])[CH2:59]1)(=[O:38])[CH3:37]. The yield is 0.0800.